From a dataset of Full USPTO retrosynthesis dataset with 1.9M reactions from patents (1976-2016). Predict the reactants needed to synthesize the given product. (1) Given the product [Br:1][CH2:2][C:3]1[CH:10]=[CH:9][C:6]([CH:7]=[N:17][OH:18])=[CH:5][CH:4]=1, predict the reactants needed to synthesize it. The reactants are: [Br:1][CH2:2][C:3]1[CH:10]=[CH:9][C:6]([CH:7]=O)=[CH:5][CH:4]=1.C([O-])(=O)C.[Na+].Cl.[NH2:17][OH:18]. (2) Given the product [O:9]1[CH2:14][CH2:13][CH2:12][CH2:11][CH:10]1[O:8][CH:5]1[CH2:6][CH2:7][C:2](=[O:1])[CH2:3][CH2:4]1, predict the reactants needed to synthesize it. The reactants are: [OH:1][CH:2]1[CH2:7][CH2:6][C:5](=[O:8])[CH2:4][CH2:3]1.[O:9]1[CH:14]=[CH:13][CH2:12][CH2:11][CH2:10]1.C1(C)C=CC(S(O)(=O)=O)=CC=1. (3) Given the product [CH3:22][C:21]1[O:23][C:2]2[CH2:7][N:6]([C:8]([O:10][CH2:11][C:12]3[CH:17]=[CH:16][CH:15]=[CH:14][CH:13]=3)=[O:9])[CH2:5][C:4]([CH3:19])([CH3:18])[C:3]=2[N:24]=1, predict the reactants needed to synthesize it. The reactants are: Br[CH:2]1[CH2:7][N:6]([C:8]([O:10][CH2:11][C:12]2[CH:17]=[CH:16][CH:15]=[CH:14][CH:13]=2)=[O:9])[CH2:5][C:4]([CH3:19])([CH3:18])[C:3]1=O.[C:21]([NH2:24])(=[O:23])[CH3:22]. (4) Given the product [C:1]([O:5][C:6](=[O:29])[CH2:7][C@@H:8]([CH2:17][N:30]=[N+:31]=[N-:32])[CH2:9][C@H:10]([CH3:16])[CH2:11][CH2:12][CH2:13][CH2:14][CH3:15])([CH3:4])([CH3:3])[CH3:2], predict the reactants needed to synthesize it. The reactants are: [C:1]([O:5][C:6](=[O:29])[CH2:7][C@@H:8]([CH2:17]OS(C1C=CC(C)=CC=1)(=O)=O)[CH2:9][C@H:10]([CH3:16])[CH2:11][CH2:12][CH2:13][CH2:14][CH3:15])([CH3:4])([CH3:3])[CH3:2].[N-:30]=[N+:31]=[N-:32].[Na+].CS(C)=O. (5) Given the product [Cl:24][C:21]1[CH:22]=[N:23][C:2]2[N:19]=[C:7]([CH2:8][O:9][CH2:10][CH2:11][C:12]3[CH:17]=[CH:16][C:15]([Cl:18])=[CH:14][CH:13]=3)[NH:6][C:4](=[O:5])[C:3]=2[CH:20]=1, predict the reactants needed to synthesize it. The reactants are: Cl[C:2]1[N:23]=[CH:22][C:21]([Cl:24])=[CH:20][C:3]=1[C:4]([NH:6][C:7](=[NH:19])[CH2:8][O:9][CH2:10][CH2:11][C:12]1[CH:17]=[CH:16][C:15]([Cl:18])=[CH:14][CH:13]=1)=[O:5].CC([O-])(C)C.[K+]. (6) The reactants are: [Cl:1][C:2]1[C:10]([O:11][CH3:12])=[CH:9][C:8]([I:13])=[C:7]2[C:3]=1[CH:4](O)[N:5](C(C)(C1C=CC=CC=1)C)[C:6]2=[O:14].FC(F)(F)C(O)=O.C([SiH](CC)CC)C.O. Given the product [Cl:1][C:2]1[C:10]([O:11][CH3:12])=[CH:9][C:8]([I:13])=[C:7]2[C:3]=1[CH2:4][NH:5][C:6]2=[O:14], predict the reactants needed to synthesize it. (7) Given the product [CH2:16]([N:18]1[CH2:13][C:5]2[C:4](=[CH:9][CH:8]=[C:7]([N+:10]([O-:12])=[O:11])[CH:6]=2)[C:3]1=[O:15])[CH3:17], predict the reactants needed to synthesize it. The reactants are: CO[C:3](=[O:15])[C:4]1[CH:9]=[CH:8][C:7]([N+:10]([O-:12])=[O:11])=[CH:6][C:5]=1[CH2:13]Br.[CH2:16]([NH2:18])[CH3:17]. (8) Given the product [CH:1]([N:14]1[CH2:19][CH2:18][N:17]([CH2:46][CH:47]2[O:51][C:50](=[O:52])[N:49]([CH2:53][CH2:54][N:55]3[CH2:56][CH2:57][O:58][CH2:59][CH2:60]3)[CH2:48]2)[CH2:16][CH2:15]1)([C:8]1[CH:13]=[CH:12][CH:11]=[CH:10][CH:9]=1)[C:2]1[CH:7]=[CH:6][CH:5]=[CH:4][CH:3]=1, predict the reactants needed to synthesize it. The reactants are: [CH:1]([N:14]1[CH2:19][CH2:18][N:17](CC2OC(=O)N(CC3C=CC(F)=CC=3)C2)[CH2:16][CH2:15]1)([C:8]1[CH:13]=[CH:12][CH:11]=[CH:10][CH:9]=1)[C:2]1[CH:7]=[CH:6][CH:5]=[CH:4][CH:3]=1.CC1C=CC(S(O[CH2:46][CH:47]2[O:51][C:50](=[O:52])[N:49]([CH2:53][CH2:54][N:55]3[CH2:60][CH2:59][O:58][CH2:57][CH2:56]3)[CH2:48]2)(=O)=O)=CC=1.CC1C=CC(S(OCC2OC(=O)N(CC3C=CC(F)=CC=3)C2)(=O)=O)=CC=1. (9) Given the product [Cl:22][C:13]1[CH:14]=[CH:15][CH:16]=[C:17]([C:18]([F:20])([F:19])[F:21])[C:12]=1[C:11]([N:10]1[C:4]2[C:5](=[N:6][CH:7]=[C:2]([NH:1][CH2:38][CH2:39][O:40][CH3:41])[CH:3]=2)[C:8]([C:24]2[CH:33]=[CH:32][C:27]([C:28]([O:30][CH3:31])=[O:29])=[CH:26][C:25]=2[F:34])=[N:9]1)=[O:23], predict the reactants needed to synthesize it. The reactants are: [NH2:1][C:2]1[CH:3]=[C:4]2[N:10]([C:11](=[O:23])[C:12]3[C:17]([C:18]([F:21])([F:20])[F:19])=[CH:16][CH:15]=[CH:14][C:13]=3[Cl:22])[N:9]=[C:8]([C:24]3[CH:33]=[CH:32][C:27]([C:28]([O:30][CH3:31])=[O:29])=[CH:26][C:25]=3[F:34])[C:5]2=[N:6][CH:7]=1.[H-].[Na+].Br[CH2:38][CH2:39][O:40][CH3:41].[NH4+].[Cl-].